Dataset: Forward reaction prediction with 1.9M reactions from USPTO patents (1976-2016). Task: Predict the product of the given reaction. (1) The product is: [CH2:16]([O:18][C:19](=[O:39])[C:20]([O:24][C:25]1[CH:30]=[CH:29][C:28]([CH2:31][CH2:32][CH2:33][N:8]2[C:9](=[O:11])[C:10]3[N:2]([CH3:1])[N:3]=[C:4]([CH2:13][CH2:14][CH3:15])[C:5]=3[N:6]=[C:7]2[CH3:12])=[CH:27][CH:26]=1)([CH3:23])[CH2:21][CH3:22])[CH3:17]. Given the reactants [CH3:1][N:2]1[C:10]2[C:9](=[O:11])[NH:8][C:7]([CH3:12])=[N:6][C:5]=2[C:4]([CH2:13][CH2:14][CH3:15])=[N:3]1.[CH2:16]([O:18][C:19](=[O:39])[C:20]([O:24][C:25]1[CH:30]=[CH:29][C:28]([CH2:31][CH2:32][CH2:33]OS(C)(=O)=O)=[CH:27][CH:26]=1)([CH3:23])[CH2:21][CH3:22])[CH3:17], predict the reaction product. (2) Given the reactants [C:1]([NH:4][CH:5]([CH2:48][C:49]1[CH:54]=[CH:53]C=[CH:51][C:50]=1O)[C:6]([NH:8][CH:9]([CH2:40][C:41]1[CH:46]=[CH:45][C:44]([F:47])=[CH:43][CH:42]=1)[C:10]([N:12]1[CH2:17][CH2:16][N:15]([CH:18]([C:30](=[O:33])[NH:31][CH3:32])[CH2:19][C:20]2[CH:29]=[CH:28][C:27]3[C:22](=[CH:23][CH:24]=[CH:25][CH:26]=3)[CH:21]=2)[CH2:14][CH:13]1[CH2:34][CH2:35][O:36]C(=O)C)=[O:11])=[O:7])(=[O:3])[CH3:2].[O:56]([CH3:58])[Na], predict the reaction product. The product is: [C:1]([NH:4][CH:5]([CH2:48][C:49]1[CH:54]=[CH:53][C:58]([OH:56])=[CH:51][CH:50]=1)[C:6]([NH:8][CH:9]([CH2:40][C:41]1[CH:42]=[CH:43][C:44]([F:47])=[CH:45][CH:46]=1)[C:10]([N:12]1[CH2:17][CH2:16][N:15]([CH:18]([CH2:19][C:20]2[CH:29]=[CH:28][C:27]3[C:22](=[CH:23][CH:24]=[CH:25][CH:26]=3)[CH:21]=2)[C:30]([NH:31][CH3:32])=[O:33])[CH2:14][CH:13]1[CH2:34][CH2:35][OH:36])=[O:11])=[O:7])(=[O:3])[CH3:2]. (3) Given the reactants [Br:1][C:2]1[C:7]([C:8]([NH2:10])=O)=[CH:6][C:5]([NH:11][C:12]([NH:14][CH2:15][CH2:16][CH3:17])=[O:13])=[N:4][CH:3]=1.COC1C=CC(P2(SP(C3C=CC(OC)=CC=3)(=S)S2)=[S:27])=CC=1, predict the reaction product. The product is: [Br:1][C:2]1[C:7]([C:8](=[S:27])[NH2:10])=[CH:6][C:5]([NH:11][C:12]([NH:14][CH2:15][CH2:16][CH3:17])=[O:13])=[N:4][CH:3]=1. (4) Given the reactants CCN(C1C=CC2C3(C4C=C(Cl)C=CC=4OC=2C=1)O[C:19](=[O:20])C1C3=CC=CC=1)CC.[OH-].[Na+].[N:32]1[C:39]([NH2:40])=[N:38][C:36]([NH2:37])=[N:35][C:33]=1[NH2:34].C=O, predict the reaction product. The product is: [CH2:19]=[O:20].[N:32]1[C:39]([NH2:40])=[N:38][C:36]([NH2:37])=[N:35][C:33]=1[NH2:34]. (5) Given the reactants [CH2:1]([N:8]([CH2:22][C:23]([O:25][CH3:26])=[O:24])[CH2:9][C:10]1([CH2:13][O:14][Si](C(C)(C)C)(C)C)[CH2:12][CH2:11]1)[C:2]1[CH:7]=[CH:6][CH:5]=[CH:4][CH:3]=1.C(#N)C.F[Si-2](F)(F)(F)(F)F.[H+].[H+], predict the reaction product. The product is: [CH2:1]([N:8]([CH2:22][C:23]([O:25][CH3:26])=[O:24])[CH2:9][C:10]1([CH2:13][OH:14])[CH2:11][CH2:12]1)[C:2]1[CH:7]=[CH:6][CH:5]=[CH:4][CH:3]=1.